This data is from Catalyst prediction with 721,799 reactions and 888 catalyst types from USPTO. The task is: Predict which catalyst facilitates the given reaction. (1) Reactant: [OH:1][C@H:2]([C:21]1[S:22][C:23]([C:26]2[CH:31]=[CH:30][CH:29]=[CH:28][CH:27]=2)=[CH:24][CH:25]=1)[C@@H:3]1[N:7]([CH3:8])[C:6](=[O:9])[CH2:5][C@@H:4]1[C:10]1[CH:15]=[CH:14][C:13]([C:16](OCC)=[O:17])=[CH:12][CH:11]=1.[Li+].[BH4-].Cl.O. Product: [OH:1][C@H:2]([C:21]1[S:22][C:23]([C:26]2[CH:31]=[CH:30][CH:29]=[CH:28][CH:27]=2)=[CH:24][CH:25]=1)[C@@H:3]1[N:7]([CH3:8])[C:6](=[O:9])[CH2:5][C@@H:4]1[C:10]1[CH:11]=[CH:12][C:13]([CH2:16][OH:17])=[CH:14][CH:15]=1. The catalyst class is: 1. (2) Reactant: [Cl:1][C:2]1[CH:3]=[C:4]([NH:8][C:9]2[N:14]=[C:13]([C:15]3[C:16]([NH:21][CH2:22][CH2:23][CH2:24][NH2:25])=[N:17][CH:18]=[CH:19][CH:20]=3)[CH:12]=[CH:11][N:10]=2)[CH:5]=[CH:6][CH:7]=1.[C:26](OC(=O)C)(=[O:28])[CH3:27]. Product: [Cl:1][C:2]1[CH:3]=[C:4]([NH:8][C:9]2[N:14]=[C:13]([C:15]3[C:16]([NH:21][CH2:22][CH2:23][CH2:24][NH:25][C:26](=[O:28])[CH3:27])=[N:17][CH:18]=[CH:19][CH:20]=3)[CH:12]=[CH:11][N:10]=2)[CH:5]=[CH:6][CH:7]=1. The catalyst class is: 1. (3) Reactant: [CH:1]1([NH:6][C:7]2[N:12]=[C:11]([C:13]3[C:14]([C:22]4[CH:27]=[CH:26][N:25]=[C:24]([NH:28][CH:29]5[CH2:33][CH2:32][CH2:31][CH2:30]5)[N:23]=4)=[N:15][N:16]4[CH:21]=[CH:20][CH:19]=[CH:18][C:17]=34)[CH:10]=[CH:9][N:8]=2)[CH2:5][CH2:4][CH2:3][CH2:2]1.C([Li])CCC.C(Cl)(Cl)(Cl)[Cl:40]. Product: [Cl:40][C:21]1[N:16]2[N:15]=[C:14]([C:22]3[CH:27]=[CH:26][N:25]=[C:24]([NH:28][CH:29]4[CH2:33][CH2:32][CH2:31][CH2:30]4)[N:23]=3)[C:13]([C:11]3[CH:10]=[CH:9][N:8]=[C:7]([NH:6][CH:1]4[CH2:5][CH2:4][CH2:3][CH2:2]4)[N:12]=3)=[C:17]2[CH:18]=[CH:19][CH:20]=1. The catalyst class is: 7. (4) Reactant: [F:1][C:2]([F:24])([F:23])[C:3]1[CH:4]=[C:5]([C:9]2[C:17]3[C:12](=[CH:13][C:14]([C:18]([O:20]C)=[O:19])=[CH:15][CH:16]=3)[N:11]([CH3:22])[CH:10]=2)[CH:6]=[CH:7][CH:8]=1.O[Li].O. Product: [F:23][C:2]([F:1])([F:24])[C:3]1[CH:4]=[C:5]([C:9]2[C:17]3[C:12](=[CH:13][C:14]([C:18]([OH:20])=[O:19])=[CH:15][CH:16]=3)[N:11]([CH3:22])[CH:10]=2)[CH:6]=[CH:7][CH:8]=1. The catalyst class is: 20. (5) Reactant: Br[C:2]1[N:6]([CH3:7])[C:5]([CH3:8])=[N:4][CH:3]=1.C([Mg]Cl)(C)C.[Cl:14][C:15]1[CH:26]=[CH:25][C:18]([C:19](N(OC)C)=[O:20])=[CH:17][CH:16]=1. Product: [Cl:14][C:15]1[CH:26]=[CH:25][C:18]([C:19]([C:2]2[N:6]([CH3:7])[C:5]([CH3:8])=[N:4][CH:3]=2)=[O:20])=[CH:17][CH:16]=1. The catalyst class is: 1. (6) Reactant: [NH2:1][C:2]1[CH:3]=[CH:4][C:5]([O:16][C:17]2[CH:22]=[CH:21][CH:20]=[CH:19][CH:18]=2)=[C:6]([C:8]2[CH:9]=[CH:10][C:11](=[O:15])[N:12]([CH3:14])[CH:13]=2)[CH:7]=1.Br[C:24]1[CH:29]=[CH:28][CH:27]=[CH:26][N:25]=1.C1(P(C2CCCCC2)C2C=CC=CC=2C2C(N(C)C)=CC=CC=2)CCCCC1.C([O-])([O-])=O.[Cs+].[Cs+]. Product: [CH3:14][N:12]1[CH:13]=[C:8]([C:6]2[CH:7]=[C:2]([NH:1][C:24]3[CH:29]=[CH:28][CH:27]=[CH:26][N:25]=3)[CH:3]=[CH:4][C:5]=2[O:16][C:17]2[CH:18]=[CH:19][CH:20]=[CH:21][CH:22]=2)[CH:9]=[CH:10][C:11]1=[O:15]. The catalyst class is: 62. (7) Product: [Cl:56][CH2:57][CH2:58][NH:59][C:28]([C:14]1[N:15]([CH2:17][C:18]2[CH:19]=[CH:20][C:21]([C:24]([F:25])([F:27])[F:26])=[CH:22][CH:23]=2)[CH:16]=[C:12]([NH:11][C:9]([NH:8][C:5]2[CH:6]=[CH:7][C:2]([Cl:1])=[CH:3][C:4]=2[CH3:31])=[O:10])[N:13]=1)=[O:29]. Reactant: [Cl:1][C:2]1[CH:7]=[CH:6][C:5]([NH:8][C:9]([NH:11][C:12]2[N:13]=[C:14]([C:28](O)=[O:29])[N:15]([CH2:17][C:18]3[CH:23]=[CH:22][C:21]([C:24]([F:27])([F:26])[F:25])=[CH:20][CH:19]=3)[CH:16]=2)=[O:10])=[C:4]([CH3:31])[CH:3]=1.CN(C(ON1N=NC2C=CC=NC1=2)=[N+](C)C)C.F[P-](F)(F)(F)(F)F.[Cl:56][CH2:57][CH2:58][NH2:59].C(N(CC)C(C)C)(C)C. The catalyst class is: 239.